Predict which catalyst facilitates the given reaction. From a dataset of Catalyst prediction with 721,799 reactions and 888 catalyst types from USPTO. (1) Reactant: Cl[C:2]1[N:6]2[N:7]=[C:8]([C:18]3[CH:23]=[CH:22][CH:21]=[CH:20][C:19]=3[Cl:24])[C:9]([C:11]3[CH:16]=[CH:15][C:14]([Cl:17])=[CH:13][CH:12]=3)=[CH:10][C:5]2=[N:4][N:3]=1.[F:25][C:26]([F:30])([F:29])[CH2:27][OH:28].C(N=P1(N(CC)CC)N(C)CCCN1C)(C)(C)C. Product: [Cl:24][C:19]1[CH:20]=[CH:21][CH:22]=[CH:23][C:18]=1[C:8]1[C:9]([C:11]2[CH:12]=[CH:13][C:14]([Cl:17])=[CH:15][CH:16]=2)=[CH:10][C:5]2[N:6]([C:2]([O:28][CH2:27][C:26]([F:30])([F:29])[F:25])=[N:3][N:4]=2)[N:7]=1. The catalyst class is: 1. (2) Reactant: [C:1]([C:5]1[CH:9]=[C:8]([NH:10][C:11]([NH:13][C:14]2[CH:19]=[CH:18][CH:17]=[C:16]([Cl:20])[C:15]=2[Cl:21])=[O:12])[N:7]([C:22]2[CH:31]=[C:30]3[C:25]([CH2:26][CH2:27][NH:28][CH2:29]3)=[CH:24][CH:23]=2)[N:6]=1)([CH3:4])([CH3:3])[CH3:2].CCN(CC)CC.[C:39](Cl)(=[O:41])[CH3:40]. Product: [C:39]([N:28]1[CH2:27][CH2:26][C:25]2[C:30](=[CH:31][C:22]([N:7]3[C:8]([NH:10][C:11]([NH:13][C:14]4[CH:19]=[CH:18][CH:17]=[C:16]([Cl:20])[C:15]=4[Cl:21])=[O:12])=[CH:9][C:5]([C:1]([CH3:4])([CH3:2])[CH3:3])=[N:6]3)=[CH:23][CH:24]=2)[CH2:29]1)(=[O:41])[CH3:40]. The catalyst class is: 2. (3) Reactant: [CH3:1][C@@H:2]1[CH2:7][NH:6][C@@H:5]([CH3:8])[CH2:4][N:3]1[C:9]1[CH:14]=[CH:13][C:12]([O:15][CH2:16][CH2:17][CH2:18][N:19]2[CH2:24][CH2:23][CH2:22][CH2:21][CH2:20]2)=[CH:11][CH:10]=1.[N:25]1([C:31](Cl)=[O:32])[CH2:30][CH2:29][O:28][CH2:27][CH2:26]1.C(N(CC)CC)C. Product: [CH3:8][C@@H:5]1[CH2:4][N:3]([C:9]2[CH:10]=[CH:11][C:12]([O:15][CH2:16][CH2:17][CH2:18][N:19]3[CH2:24][CH2:23][CH2:22][CH2:21][CH2:20]3)=[CH:13][CH:14]=2)[C@H:2]([CH3:1])[CH2:7][N:6]1[C:31]([N:25]1[CH2:30][CH2:29][O:28][CH2:27][CH2:26]1)=[O:32]. The catalyst class is: 4. (4) Reactant: [C:1]([O:5][C:6](=[O:20])[C@@H:7]([NH:10][C:11]([C:13]1[C:18]([NH2:19])=[CH:17][CH:16]=[CH:15][N:14]=1)=[O:12])[CH2:8][CH3:9])([CH3:4])([CH3:3])[CH3:2].[C:21](N1C=CN=C1)(N1C=CN=C1)=[O:22].N12CCCN=C1CCCCC2.O. Product: [C:1]([O:5][C:6](=[O:20])[C@@H:7]([N:10]1[C:11](=[O:12])[C:13]2[N:14]=[CH:15][CH:16]=[CH:17][C:18]=2[NH:19][C:21]1=[O:22])[CH2:8][CH3:9])([CH3:2])([CH3:3])[CH3:4]. The catalyst class is: 7.